This data is from Experimentally validated miRNA-target interactions with 360,000+ pairs, plus equal number of negative samples. The task is: Binary Classification. Given a miRNA mature sequence and a target amino acid sequence, predict their likelihood of interaction. (1) The miRNA is hsa-miR-1267 with sequence CCUGUUGAAGUGUAAUCCCCA. The protein sequence of the target gene is MGPPESAAELAAEAVELREPELQLADPASPGEEHVDVEAEGAPGRGRCWPCGAWACGSRGEPEAKKKAPCPGLGLFYTVLSAFLFSVASLFVKKVQGVHAVEISAFRCVVQMLVIIPCLIYRKTGFIGPKGQRLFLFLRGVFGSSAMILMYYAFQTTSLADATVIAFSCPVFTSIFAWIFLKEKYSLWDAFFTLFAIAGVILIVRPPFIFGSDTSGMRESYSEHIKGTFAAIGHAVLAAITLVILRKMGKSVDYFLSIWYYVILGLPEAIIILFVIGEWSLPYCGLDRLFLILIGLLGLG.... Result: 0 (no interaction). (2) The miRNA is hsa-miR-1-3p with sequence UGGAAUGUAAAGAAGUAUGUAU. The protein sequence of the target gene is MAAESDVLHFQFEQQGDVVLQKMNLLRQQNLFCDVSIYINDTEFQGHKVILAACSTFMRDQFLLTQSKHVRITILQSAEVGRKLLLSCYTGALEVKRKELLKYLTAASYLQMVHIVEKCTEALSKYLEIDLSMKNNNQHTDLCQSSDPDVKNEDENSDKDCEIIEISEDSPVNIDFHVKEEESNALQSTVESLTSERKEMKSPELSTVDIGFKDNEICILHVESISTAGVENGQFSQPCTSSKASMYFSETQHSLINSTVESRVAEVPGNQDQGLFCENTEGSYGTVSEIQNLEEGYSLR.... Result: 1 (interaction). (3) Result: 0 (no interaction). The protein sequence of the target gene is MDTCGVGYVALGEAGPVGNMTVVDSPGQEVLNQLDVKTSSEMTSAEASVEMSLPTPLPGFEDSPDQRRLPPEQESLSRLEQPDLSSEMSKVSKPRASKPGRKRGGRTRKGPKRPQQPNPPSAPLVPGLLDQSNPLSTPMPKKRGRKSKAELLLLKLSKDLDRPESQSPKRPPEDFETPSGERPRRRAAQVALLYLQELAEELSTALPAPVSCPEGPKVSSPTKPKKIRQPAACPGGEEVDGAPRDEDFFLQVEAEDVEESEGPSESSSEPEPVVPRSTPRGSTSGKQKPHCRGMAPNGLP.... The miRNA is mmu-miR-669k-3p with sequence UAUGCAUAUACACGCAUGCAA. (4) The miRNA is hsa-miR-6824-5p with sequence GUAGGGGAGGUUGGGCCAGGGA. The protein sequence of the target gene is MFHLRTCAAKLRPLTASQTVKTFSQNKPAAIRTFQQIRCYSAPVAAEPFLSGTSSNYVEEMYCAWLENPKSVHKSWDIFFRNTNAGAPPGTAYQSPLSLSRSSLATMAHAQSLVEAQPNVDKLVEDHLAVQSLIRAYQIRGHHVAQLDPLGILDADLDSSVPADIISSTDKLGFYGLHESDLDKVFHLPTTTFIGGQEPALPLREIIRRLEMAYCQHIGVEFMFINDLEQCQWIRQKFETPGIMQFTNEEKRTLLARLVRSTRFEEFLQRKWSSEKRFGLEGCEVLIPALKTIIDMSSAN.... Result: 0 (no interaction). (5) The miRNA is hsa-miR-1301-5p with sequence CGCUCUAGGCACCGCAGCA. The protein sequence of the target gene is MGQLIAKLMSIFGNQEHTVIIVGLDNEGKTTILYRFLTNEVVHMCPTIGSNVEEIILPKTHFFMWDIVRPEALSFIWNTYYSNTEFIILVIDSTDRDRLLTTREELYKMLAHEALQDASVLIFANKQDVKDSMRMVEISHFLTLSTIKDHSWHIQGCCALTREGLPARLQWMESQAAAN. Result: 1 (interaction). (6) The miRNA is hsa-miR-4768-5p with sequence AUUCUCUCUGGAUCCCAUGGAU. The protein sequence of the target gene is MGAKESRIGFLSYEEALRRVTDVELKRLKDAFKRTCGLSYYMGQHCFIREVLGDGVPPKVAEVIYCSFGGTSKGLHFNNLIVGLVLLTRGKDEEKAKYIFSLFSSESGNYVIREEMERMLHVVDGKVPDTLRKCFSEGEKVNYEKFRNWLFLNKDAFTFSRWLLSGGVYVTLTDDSDTPTFYQTLAGVTHLEESDIIDLEKRYWLLKAQSRTGRFDLETFGPLVSPPIRPSLSEGLFNAFDENRDNHIDFKEISCGLSACCRGPLAERQKFCFKVFDVDRDGVLSRVELRDMVVALLEVW.... Result: 1 (interaction). (7) The miRNA is hsa-miR-4302 with sequence CCAGUGUGGCUCAGCGAG. The protein sequence of the target gene is MALFTPWKLSSQKLGFFLVTFGFIWGMMLLHFTIQQRTQPESSSMLREQILDLSKRYIKALAEENRNVVDGPYAGVMTAYDLKKTLAVLLDNILQRIGKLESKVDNLVVNGTGTNSTNSTTAVPSLVALEKINVADIINGAQEKCVLPPMDGYPHCEGKIKWMKDMWRSDPCYADYGVDGSTCSFFIYLSEVENWCPHLPWRAKNPYEEADHNSLAEIRTDFNILYSMMKKHEEFRWMRLRIRRMADAWIQAIKSLAEKQNLEKRKRKKVLVHLGLLTKESGFKIAETAFSGGPLGELVQ.... Result: 0 (no interaction).